The task is: Predict the reaction yield, written as a fraction of the theoretical maximum amount of product (1.0 means a 100% yield; for example, 0.34 means a 34% yield).. This data is from Reaction yield outcomes from USPTO patents with 853,638 reactions. (1) The reactants are [NH:1]1[CH2:6][CH2:5][NH:4][CH2:3][CH2:2]1.[OH-].[Na+].[O:9](C(OC(C)(C)C)=O)[C:10]([O:12][C:13]([CH3:16])([CH3:15])[CH3:14])=O. The catalyst is O.CC(O)(C)C. The product is [C:10]([N:1]1[CH2:6][CH2:5][NH:4][CH2:3][CH2:2]1)([O:12][C:13]([CH3:16])([CH3:15])[CH3:14])=[O:9]. The yield is 0.540. (2) The reactants are [CH:1]([N:14]1[C:22]2[C:17](=[CH:18][C:19]([Cl:23])=[CH:20][CH:21]=2)[C:16]([CH2:24][CH2:25][O:26][C:27]2[CH:35]=[CH:34][C:30]([C:31]([OH:33])=[O:32])=[CH:29][CH:28]=2)=[C:15]1[CH2:36][CH2:37][NH:38]S(CC1C=CC=CC=1)(=O)=O)([C:8]1[CH:13]=[CH:12][CH:11]=[CH:10][CH:9]=1)[C:2]1[CH:7]=[CH:6][CH:5]=[CH:4][CH:3]=1.[CH:49]1([S:52](Cl)(=[O:54])=[O:53])[CH2:51][CH2:50]1. No catalyst specified. The product is [CH:1]([N:14]1[C:22]2[C:17](=[CH:18][C:19]([Cl:23])=[CH:20][CH:21]=2)[C:16]([CH2:24][CH2:25][O:26][C:27]2[CH:35]=[CH:34][C:30]([C:31]([OH:33])=[O:32])=[CH:29][CH:28]=2)=[C:15]1[CH2:36][CH2:37][NH:38][S:52]([CH:49]1[CH2:51][CH2:50]1)(=[O:54])=[O:53])([C:2]1[CH:3]=[CH:4][CH:5]=[CH:6][CH:7]=1)[C:8]1[CH:9]=[CH:10][CH:11]=[CH:12][CH:13]=1. The yield is 0.750. (3) The reactants are Cl[CH2:2][CH2:3][CH2:4][C:5]([C:7]1[S:11][CH:10]=[C:9]([C:12]([O:14][CH3:15])=[O:13])[C:8]=1[CH3:16])=[O:6].[CH3:17][N:18]1[CH2:23][CH2:22][NH:21][CH2:20][CH2:19]1. No catalyst specified. The product is [CH3:16][C:8]1[C:9]([C:12]([O:14][CH3:15])=[O:13])=[CH:10][S:11][C:7]=1[C:5](=[O:6])[CH2:4][CH2:3][CH2:2][N:21]1[CH2:22][CH2:23][N:18]([CH3:17])[CH2:19][CH2:20]1. The yield is 0.399. (4) The reactants are [C:1]([O:5][C:6]([NH:8][CH2:9][CH2:10][CH2:11][OH:12])=[O:7])([CH3:4])([CH3:3])[CH3:2].O.CO. The catalyst is CS(C)=O.C(Cl)Cl. The product is [C:6]([NH:8][CH2:9][CH2:10][CH:11]=[O:12])([O:5][C:1]([CH3:2])([CH3:3])[CH3:4])=[O:7]. The yield is 0.670. (5) The reactants are [F:1][C:2]1[CH:3]=[C:4]([N:9]=[C:10]=[O:11])[CH:5]=[CH:6][C:7]=1[F:8].[CH3:12][C:13]([OH:16])([CH3:15])[CH3:14]. No catalyst specified. The product is [C:13]([O:16][C:10](=[O:11])[NH:9][C:4]1[CH:5]=[CH:6][C:7]([F:8])=[C:2]([F:1])[CH:3]=1)([CH3:15])([CH3:14])[CH3:12]. The yield is 1.00. (6) The yield is 0.820. The reactants are [CH2:1]([O:8][C:9]([NH:11][CH2:12][C:13]1[CH:14]=[C:15]([C:19]2[CH:24]=[CH:23][C:22]([C:25](O)=[O:26])=[CH:21][CH:20]=2)[CH:16]=[CH:17][CH:18]=1)=[O:10])[C:2]1[CH:7]=[CH:6][CH:5]=[CH:4][CH:3]=1.Cl.[C:29]([O:33][NH2:34])([CH3:32])([CH3:31])[CH3:30].CN([P+](ON1N=NC2C=CC=CC1=2)(N(C)C)N(C)C)C.F[P-](F)(F)(F)(F)F. The catalyst is CN(C=O)C.C(OCC)(=O)C. The product is [CH2:1]([O:8][C:9](=[O:10])[NH:11][CH2:12][C:13]1[CH:14]=[C:15]([C:19]2[CH:20]=[CH:21][C:22]([C:25](=[O:26])[NH:34][O:33][C:29]([CH3:32])([CH3:31])[CH3:30])=[CH:23][CH:24]=2)[CH:16]=[CH:17][CH:18]=1)[C:2]1[CH:3]=[CH:4][CH:5]=[CH:6][CH:7]=1. (7) The reactants are Cl.Cl.[NH:3]1[CH2:6][CH:5]([C:7]2[C:8]([O:28][CH2:29][CH3:30])=[C:9]([CH:15]([N:17]3[C:21]4=[N:22][CH:23]=[N:24][C:25]([NH2:26])=[C:20]4[C:19]([CH3:27])=[N:18]3)[CH3:16])[CH:10]=[C:11]([Cl:14])[C:12]=2[F:13])[CH2:4]1.C(N(CC)CC)C.[CH3:38][C@H:39]1[CH2:41][O:40]1. The catalyst is C(O)(C)C.C(#N)C. The product is [NH2:26][C:25]1[N:24]=[CH:23][N:22]=[C:21]2[N:17]([CH:15]([C:9]3[C:8]([O:28][CH2:29][CH3:30])=[C:7]([CH:5]4[CH2:4][N:3]([CH2:38][C@@H:39]([OH:40])[CH3:41])[CH2:6]4)[C:12]([F:13])=[C:11]([Cl:14])[CH:10]=3)[CH3:16])[N:18]=[C:19]([CH3:27])[C:20]=12. The yield is 0.230.